This data is from Aqueous solubility values for 9,982 compounds from the AqSolDB database. The task is: Regression/Classification. Given a drug SMILES string, predict its absorption, distribution, metabolism, or excretion properties. Task type varies by dataset: regression for continuous measurements (e.g., permeability, clearance, half-life) or binary classification for categorical outcomes (e.g., BBB penetration, CYP inhibition). For this dataset (solubility_aqsoldb), we predict Y. (1) The drug is NC(C(=O)NCC(=O)O)c1ccccc1. The Y is -1.41 log mol/L. (2) The molecule is c1ccc(-c2ncc[nH]2)cc1. The Y is -1.89 log mol/L. (3) The drug is N#CC(Cl)(Cl)Cl. The Y is -2.17 log mol/L. (4) The molecule is NC(=O)CNC(=O)CNC(=O)OCc1ccccc1. The Y is -2.35 log mol/L. (5) The compound is C/C=C/C(=O)O. The Y is 0.0382 log mol/L.